From a dataset of Forward reaction prediction with 1.9M reactions from USPTO patents (1976-2016). Predict the product of the given reaction. (1) The product is: [F:30][C:2]([F:31])([F:1])[C:3]([CH3:29])([CH3:28])[CH2:4][N:5]1[CH2:10][CH2:9][CH:8]([CH2:11][O:12][C:13]2[N:18]=[CH:17][C:16]([C:19]3[CH:20]=[CH:21][C:22]([C:23]([N:32]4[CH2:39][CH2:38][CH2:37][C@H:33]4[C:34]([NH2:36])=[O:35])=[O:25])=[CH:26][CH:27]=3)=[CH:15][CH:14]=2)[CH2:7][CH2:6]1. Given the reactants [F:1][C:2]([F:31])([F:30])[C:3]([CH3:29])([CH3:28])[CH2:4][N:5]1[CH2:10][CH2:9][CH:8]([CH2:11][O:12][C:13]2[N:18]=[CH:17][C:16]([C:19]3[CH:27]=[CH:26][C:22]([C:23]([OH:25])=O)=[CH:21][CH:20]=3)=[CH:15][CH:14]=2)[CH2:7][CH2:6]1.[NH:32]1[CH2:39][CH2:38][CH2:37][C@H:33]1[C:34]([NH2:36])=[O:35].C(Cl)CCl.C1C=CC2N(O)N=NC=2C=1.CCN(C(C)C)C(C)C, predict the reaction product. (2) Given the reactants [Cl:1][C:2]1[CH:3]=[C:4]([S:8]([CH:11]2[CH2:16][CH2:15][NH:14][CH2:13][CH2:12]2)(=[O:10])=[O:9])[CH:5]=[CH:6][CH:7]=1.Cl[C:18]1[CH:23]=[CH:22][C:21]([N+:24]([O-:26])=[O:25])=[CH:20][N:19]=1.CCN(C(C)C)C(C)C, predict the reaction product. The product is: [Cl:1][C:2]1[CH:3]=[C:4]([S:8]([CH:11]2[CH2:16][CH2:15][N:14]([C:18]3[CH:23]=[CH:22][C:21]([N+:24]([O-:26])=[O:25])=[CH:20][N:19]=3)[CH2:13][CH2:12]2)(=[O:10])=[O:9])[CH:5]=[CH:6][CH:7]=1. (3) Given the reactants [C:1]([O:5][C:6]([NH:8][C:9]1[CH:14]=[CH:13][N:12]([CH2:15][CH2:16][CH2:17][CH2:18][C:19]2[S:23][C:22]([C:24]([O:26]CC)=O)=[N:21][N:20]=2)[C:11](=[O:29])[C:10]=1[F:30])=[O:7])([CH3:4])([CH3:3])[CH3:2].[CH3:31][C:32]1[N:37]=[CH:36][C:35]([CH2:38][NH2:39])=[CH:34][CH:33]=1, predict the reaction product. The product is: [F:30][C:10]1[C:11](=[O:29])[N:12]([CH2:15][CH2:16][CH2:17][CH2:18][C:19]2[S:23][C:22]([C:24](=[O:26])[NH:39][CH2:38][C:35]3[CH:36]=[N:37][C:32]([CH3:31])=[CH:33][CH:34]=3)=[N:21][N:20]=2)[CH:13]=[CH:14][C:9]=1[NH:8][C:6](=[O:7])[O:5][C:1]([CH3:3])([CH3:4])[CH3:2]. (4) Given the reactants [Br:1][C:2]1[CH:3]=[C:4]([C:8]2[C:9]([C:17]3[CH:22]=[CH:21][CH:20]=[CH:19][CH:18]=3)=[C:10]([C:13]([O:15]C)=[O:14])[NH:11][CH:12]=2)[CH:5]=[CH:6][CH:7]=1.[OH-].[Na+], predict the reaction product. The product is: [Br:1][C:2]1[CH:3]=[C:4]([C:8]2[C:9]([C:17]3[CH:22]=[CH:21][CH:20]=[CH:19][CH:18]=3)=[C:10]([C:13]([OH:15])=[O:14])[NH:11][CH:12]=2)[CH:5]=[CH:6][CH:7]=1. (5) The product is: [C:2]([C:7]1[O:11][C:10]([CH2:12][N:13]2[N:17]=[C:16]([NH:18][C:27]([C:25]3[N:26]=[C:22]([CH:19]([CH3:21])[CH3:20])[O:23][C:24]=3[C:30]3[CH:31]=[CH:32][CH:33]=[CH:34][CH:35]=3)=[O:28])[CH:15]=[N:14]2)=[CH:9][CH:8]=1)(=[O:6])[CH3:1]. Given the reactants [CH3:1][C:2]1([C:7]2[O:11][C:10]([CH2:12][N:13]3[N:17]=[C:16]([NH2:18])[CH:15]=[N:14]3)=[CH:9][CH:8]=2)[O:6]CCO1.[CH:19]([C:22]1[O:23][C:24]([C:30]2[CH:35]=[CH:34][CH:33]=[CH:32][CH:31]=2)=[C:25]([C:27](O)=[O:28])[N:26]=1)([CH3:21])[CH3:20], predict the reaction product. (6) Given the reactants [CH:1]1([NH:4][C:5](=[O:35])[C:6]2[CH:11]=[CH:10][C:9]([CH3:12])=[C:8]([N:13]3[CH:18]=[CH:17][N:16]=[C:15]([NH:19][C:20]4([C:23]5[CH:28]=[CH:27][CH:26]=[CH:25][C:24]=5[O:29][CH2:30][C@H:31]5[CH2:33][O:32]5)[CH2:22][CH2:21]4)[C:14]3=[O:34])[CH:7]=2)[CH2:3][CH2:2]1.[CH2:36]([NH2:38])[CH3:37], predict the reaction product. The product is: [CH:1]1([NH:4][C:5](=[O:35])[C:6]2[CH:11]=[CH:10][C:9]([CH3:12])=[C:8]([N:13]3[CH:18]=[CH:17][N:16]=[C:15]([NH:19][C:20]4([C:23]5[CH:28]=[CH:27][CH:26]=[CH:25][C:24]=5[O:29][CH2:30][C@H:31]([OH:32])[CH2:33][NH:38][CH2:36][CH3:37])[CH2:22][CH2:21]4)[C:14]3=[O:34])[CH:7]=2)[CH2:2][CH2:3]1. (7) Given the reactants [C@@H:1]1([N:10]2[CH:17]=[CH:16][C:14]([NH2:15])=[N:13][C:11]2=[O:12])[O:9][C@H:6]([CH2:7][OH:8])[C@@H:4]([OH:5])[C@H:2]1[OH:3].C[Si](C)(C)Cl.[C:23](Cl)(=[O:30])[C:24]1[CH:29]=[CH:28][CH:27]=[CH:26][CH:25]=1.N, predict the reaction product. The product is: [C:23]([NH:15][C:14]1[CH:16]=[CH:17][N:10]([C@@H:1]2[O:9][C@H:6]([CH2:7][OH:8])[C@@H:4]([OH:5])[C@H:2]2[OH:3])[C:11](=[O:12])[N:13]=1)(=[O:30])[C:24]1[CH:29]=[CH:28][CH:27]=[CH:26][CH:25]=1.